Dataset: Human Reference Interactome with 51,813 positive PPI pairs across 8,248 proteins, plus equal number of experimentally-validated negative pairs. Task: Binary Classification. Given two protein amino acid sequences, predict whether they physically interact or not. (1) Protein 1 (ENSG00000231861) has sequence MVEENHTMKNEFILTGFTDHPELKTLLFVVFFAIYLITVVGNISLVALIFTHCRLHTPMYIFLGNLALVDSCCACAITPKMLENFFSEGKRISLYECAVQFYFLCTVETADCFLLAAVAYDRYVAICNPLQYHIMMSKKLCIQMTTGAFIAGNLHSMIHVGLVFRLVFCGLNHINHFYCDTLPLYRLSCVDPFINELVLFIFSGSVQVFTIGSVLISYLYILLTIFRMKSKEGRAKAFSTCASHFSSVSLFYGSIFFLYIRPNLLEEGGNDIPAAILFTIVVPLLNPFIYSLRNKEVISV.... Protein 2 (ENSG00000108849) has sequence MAAARLCLSLLLLSTCVALLLQPLLGAQGAPLEPVYPGDNATPEQMAQYAADLRRYINMLTRPRYGKRHKEDTLAFSEWGSPHAAVPRELSPLDL*MAAARLCLSLLLLSTCVALLLQPLLGAQGAPLEPVYPGDNATPEQMAQYAADLRRYINMLTRPRPRPMCPGQDGAYRQI*XQYAADLRRYINMLTRPRCVPQLGREIPAPGTLGPLHIPGHTLSPAPAPAPSRPALGKTGHLCSTGLDQCALGKMVPTGRYETGGLAPGHSACPCCLFPPRYGKRHKEDTLAFSEWGSPHAAVP.... Result: 0 (the proteins do not interact). (2) Protein 1 (ENSG00000229117) has sequence MRAKWRKKRMRRLKRKRRKMRQRSK*. Protein 2 (ENSG00000147010) has sequence LTNKAPEKPLHEVPSGNSLLSSETILRTNKRGERRRRRCQVAFSYLPQNDDELELKVGDIIEVVGEVEEGWWEGVLNGKTGMFPSNFIKELSGESDELGISQDEQLSKSRPEGLPPASLLPFPAHGAKGKTTFEGTILYRAAPGKTEGHRRYYSLRETTGSESDGGDSSSTKSEGANGTVATAAIQPKKVKGVGFGDIFKDKPIKLRPRSIEVENDFLPVEKTIGKKLPATTATPDSSKTEMDSRTKSKDYCKVIFPYEAQNDDELTIKEGDIVTLINKDCIDVGWWEGELNGRRGVFPD.... Result: 0 (the proteins do not interact). (3) Protein 1 (ENSG00000163743) has sequence MAATAREDGASGQERGQRGCEHYDRGCLLKAPCCDKLYTCRLCHDNNEDHQLDRFKVKEVQCINCEKIQHAQQTCEECSTLFGEYYCDICHLFDKDKKQYHCENCGICRIGPKEDFFHCLKCNLCLAMNLQGRHKCIENVSRQNCPICLEDIHTSRVVAHVLPCGHLLHRTCYEEMLKEGYRCPLCMHSALDMTRYWRQLDDEVAQTPMPSEYQNMTVDILCNDCNGRSTVQFHILGMKCKICESYNTAQAGGRRISLDQQ*MAATAREDGASGQERGQRGCEHYDRGCLLKAQQTCEEC.... Protein 2 (ENSG00000239474) has sequence MDSQRELAEELRLYQSTLLQDGLKDLLDEKKFIDCTLKAGDKSLPCHRLILSACSPYFREYFLSEIDEAKKKEVVLDNVDPAILDLIIKYLYSASIDLNDGNVQDIFALASRFQIPSVFTVCVSYLQKRLAPGNCLAILRLGLLLDCPRLAISAREFVSDRFVQICKEEDFMQLSPQELISVISNDSLNVEKEEAVFEAVMKWVRTDKENRVKNLSEVFDCIRFRLMTEKYFKDHVEKDDIIKSNPDLQKKIKVLKDAFAGKLPEPSKNAAKTGAGEVNGDVGDEDLLPGYLNDIPRHGM.... Result: 1 (the proteins interact). (4) Protein 1 (ENSG00000178449) has sequence MPTGKQLADIGYKTFSTSMMLLTVYGGYLCSVRVYHYFQWRRAQRQAAEEQKTSGIM*. Protein 2 (ENSG00000072849) has sequence MAYQSLRLEYLQIPPVSRAYTTACVLTTAAVQLELITPFQLYFNPELIFKHFQIWRLITNFLFFGPVGFNFLFNMIFLYRYCRMLEEGSFRGRTADFVFMFLFGGFLMTLFGLFVSLVFLGQAFTIMLVYVWSRRNPYVRMNFFGLLNFQAPFLPWVLMGFSLLLGNSIIVDLLGIAVGHIYFFLEDVFPNQPGGIRILKTPSILKAIFDTPDEDPNYNPLPEERPGGFAWGEGQRLGG*MAYQSLRLEYLQIPPVSRAYTTACVLTTAAVQLELITPFQLYFNPELIFKHFQIWRLITN.... Result: 0 (the proteins do not interact). (5) Protein 1 (ENSG00000089289) has sequence MAAEDELQLPRLPELFETGRQLLDEVEVATEPAGSRIVQEKVFKGLDLLEKAAEMLSQLDLFSRNEDLEEIASTDLKYLLVPAFQGALTMKQVNPSKRLDHLQRAREHFINYLTQCHCYHVAEFELPKTMNNSAENHTANSSMAYPSLVAMASQRQAKIQRYKQKKELEHRLSAMKSAVESGQADDERVREYYLLHLQRWIDISLEEIESIDQEIKILRERDSSREASTSNSSRQERPPVKPFILTRNMAQAKVFGAGYPSLPTMTVSDWYEQHRKYGALPDQGIAKAAPEEFRKAAQQQ.... Protein 2 (ENSG00000185689) has sequence MLSNLHELLPNHLMETLYSRKSEEDKKKCENPELSGLERILARHQLPKEINLTPKPNRMPPWKRKIINNVTDGWKKCHLLKRNTKEPPMSTIVVRKLIQKNVPRRHSLRNTSRKLRNLPTTAKGTQTGKSQCLLGISEPT*. Result: 0 (the proteins do not interact). (6) Protein 1 (ENSG00000149124) has sequence MMLPLQGAQMLQMLEKSLRKSLPASLKVYGTVFHINHGNPFNLKAVVDKWPDFNTVVVCPQEQDMTDDLDHYTNTYQIYSKDPQNCQEFLGSPELINWKQHLQIQSSQPSLNEAIQNLAAIKSFKVKQTQRILYMAAETAKELTPFLLKSKILSPNGGKPKAM*MMLPLQGAQMLQMLEKSLRKSLPASLKVYGTVFHINHGNPFNLKAVVDKWPDFNTVVVCPQEQDMTDDLDHYTNTYQIYSKDPQNCQEFLGSPELINWKQHLQIQSSQPSLNEAIQNLAAIKSFKVKQTQRILYMA.... Protein 2 (ENSG00000153234) has sequence MPCVQAQYGSSPQGASPASQSYSYHSSGEYSSDFLTPEFVKFSMDLTNTEITATTSLPSFSTFMDNYSTGYDVKPPCLYQMPLSGQQSSIKVEDIQMHNYQQHSHLPPQSEEMMPHSGSVYYKPSSPPTPTTPGFQVQHSPMWDDPGSLHNFHQNYVATTHMIEQRKTPVSRLSLFSFKQSPPGTPVSSCQMRFDGPLHVPMNPEPAGSHHVVDGQTFAVPNPIRKPASMGFPGLQIGHASQLLDTQVPSPPSRGSPSNEGLCAVCGDNAACQHYGVRTCEGCKGFFKRTVQKNAKYVCL.... Result: 0 (the proteins do not interact). (7) Protein 1 (ENSG00000109072) has sequence MAPLRPLLILALLAWVALADQESCKGRCTEGFNVDKKCQCDELCSYYQSCCTDYTAECKPQVTRGDVFTMPEDEYTVYDDGEEKNNATVHEQVGGPSLTSDLQAQSKGNPEQTPVLKPEEEAPAPEVGASKPEGIDSRPETLHPGRPQPPAEEELCSGKPFDAFTDLKNGSLFAFRGQYCYELDEKAVRPGYPKLIRDVWGIEGPIDAAFTRINCQGKTYLFKGSQYWRFEDGVLDPDYPRNISDGFDGIPDNVDAALALPAHSYSGRERVYFFKGKQYWEYQFQHQPSQEECEGSSLSA.... Protein 2 (ENSG00000162885) has sequence MRNWLVLLCPCVLGAALHLWLRLRSPPPACASGAGPAGGVSLLLPRLECNGAVSAHPNLHLPGSRDSPASASQVAGITDQLALFPQWKSTHYDVVVGVLSARNNHELRNVIRSTWMRHLLQHPTLSQRVLVKFIIGAHGCEVPVEDREDPYSCKLLNITNPVLNQEIEAFSLSEDTSSGLPEDRVVSVSFRVLYPIVITSLGVFYDANDVGFQRNITVKLYQAEQEEALFIARFSPPSCGVQVNKLWYKPVEQFILPESFEGTIVWESQDLHGLVSRNLHKVTVNDGGGVLRVITAGEGA.... Result: 0 (the proteins do not interact).